From a dataset of Forward reaction prediction with 1.9M reactions from USPTO patents (1976-2016). Predict the product of the given reaction. (1) The product is: [CH2:26]([C:28]1[N:32]([CH2:33][CH2:34][C:35]([NH:38][CH2:20][CH:19]([C:16]2[CH:17]=[CH:18][C:9]([OH:8])=[C:10]([CH2:11][OH:13])[CH:15]=2)[OH:25])([CH3:37])[CH3:36])[N:31]=[C:30]([C:39]2[CH:44]=[CH:43][C:42]([O:45][CH3:46])=[CH:41][CH:40]=2)[N:29]=1)[CH3:27]. Given the reactants C([O:8][C:9]1[CH:18]=[CH:17][C:16]([C:19](=[O:25])[CH:20](OCC)O)=[CH:15][C:10]=1[C:11]([O:13]C)=O)C1C=CC=CC=1.[CH2:26]([C:28]1[N:32]([CH2:33][CH2:34][C:35]([NH2:38])([CH3:37])[CH3:36])[N:31]=[C:30]([C:39]2[CH:44]=[CH:43][C:42]([O:45][CH3:46])=[CH:41][CH:40]=2)[N:29]=1)[CH3:27], predict the reaction product. (2) Given the reactants [NH2:1][C:2]1[C:10]2[C:5](=[CH:6][CH:7]=[C:8]([CH:11]3[C:16]([C:17]#[N:18])=[C:15]([CH3:19])[NH:14][C:13]([CH3:20])=[C:12]3[C:21]#[N:22])[CH:9]=2)[N:4]([C:23]([O:25][C:26]([CH3:29])([CH3:28])[CH3:27])=[O:24])[N:3]=1.Cl[S:31]([CH2:34][CH2:35][C:36]([O:38][CH2:39][CH3:40])=[O:37])(=[O:33])=[O:32].C(N(CC)CC)C, predict the reaction product. The product is: [C:21]([C:12]1[CH:11]([C:8]2[CH:9]=[C:10]3[C:5](=[CH:6][CH:7]=2)[N:4]([C:23]([O:25][C:26]([CH3:29])([CH3:28])[CH3:27])=[O:24])[N:3]=[C:2]3[NH:1][S:31]([CH2:34][CH2:35][C:36]([O:38][CH2:39][CH3:40])=[O:37])(=[O:33])=[O:32])[C:16]([C:17]#[N:18])=[C:15]([CH3:19])[NH:14][C:13]=1[CH3:20])#[N:22].